From a dataset of Catalyst prediction with 721,799 reactions and 888 catalyst types from USPTO. Predict which catalyst facilitates the given reaction. (1) Reactant: [Na:1].[CH2:2]1[O:4][CH2:3]1.[C:5]([OH:10])(=[O:9])[C:6]([CH3:8])=[CH2:7].[CH2:11]=[CH:12][C:13]1[CH:18]=[CH:17][CH:16]=[CH:15][CH:14]=1.[C:19]([O:23][CH2:24][CH2:25][CH2:26][CH3:27])(=[O:22])[CH:20]=[CH2:21].C(OCCCC)(=O)CS.S(OOS([O-])(=O)=O)([O-])(=O)=O.[NH4+].[NH4+]. Product: [CH:11]([CH2:7][C:6](=[CH2:8])[C:5]([OH:10])=[O:9])=[CH:12][C:13]1[CH:18]=[CH:17][CH:16]=[CH:15][CH:14]=1.[C:19]([O:23][CH2:24][CH2:25][CH2:26][CH3:27])(=[O:22])[CH:20]=[CH2:21].[Na:1].[CH2:3]1[O:4][CH2:2]1.[C:5]([OH:10])(=[O:9])[C:6]([CH3:8])=[CH2:7]. The catalyst class is: 6. (2) Reactant: [CH3:1][O:2][CH2:3][CH2:4][CH2:5][C:6]1[N:10]=[C:9]([C:11](OC)=[O:12])[O:8][N:7]=1.[BH4-].[Na+]. Product: [CH3:1][O:2][CH2:3][CH2:4][CH2:5][C:6]1[N:10]=[C:9]([CH2:11][OH:12])[O:8][N:7]=1. The catalyst class is: 5. (3) Reactant: [CH3:1][O:2][C:3]1[CH:22]=[C:21]([CH2:23][C:24]2[C:25]([NH2:31])=[N:26][C:27]([NH2:30])=[N:28][CH:29]=2)[C:6]2[CH:7]=[C:8]([C:10]3([C:15]4[CH:20]=[CH:19][CH:18]=[CH:17][CH:16]=4)OCC[O:11]3)[O:9][C:5]=2[C:4]=1[O:32][CH3:33].Cl. Product: [NH2:30][C:27]1[N:26]=[C:25]([NH2:31])[C:24]([CH2:23][C:21]2[C:6]3[CH:7]=[C:8]([C:10]([C:15]4[CH:20]=[CH:19][CH:18]=[CH:17][CH:16]=4)=[O:11])[O:9][C:5]=3[C:4]([O:32][CH3:33])=[C:3]([O:2][CH3:1])[CH:22]=2)=[CH:29][N:28]=1. The catalyst class is: 8. (4) Reactant: [C:1]([C:3]1[N:11]2[C:6]([C:7]3([CH2:21][CH2:20][N:19]([C:22]([O:24][C:25]([CH3:28])([CH3:27])[CH3:26])=[O:23])[CH2:18][CH2:17]3)[O:8][C:9]3[CH:15]=[C:14]([CH3:16])[CH:13]=[CH:12][C:10]=32)=[CH:5][CH:4]=1)#[N:2].[Br:29]N1C(=O)CCC1=O.C(C(N=NC(C)(C)C#N)(C)C)#N. Product: [Br:29][CH2:16][C:14]1[CH:13]=[CH:12][C:10]2[N:11]3[C:3]([C:1]#[N:2])=[CH:4][CH:5]=[C:6]3[C:7]3([CH2:21][CH2:20][N:19]([C:22]([O:24][C:25]([CH3:28])([CH3:27])[CH3:26])=[O:23])[CH2:18][CH2:17]3)[O:8][C:9]=2[CH:15]=1. The catalyst class is: 53. (5) Reactant: [OH:1][C:2]1[CH:12]=[CH:11][CH:10]=[C:9]([CH3:13])[C:3]=1[C:4]([O:6][CH2:7][CH3:8])=[O:5].C(=O)([O-])[O-].[K+].[K+].[F:20][C:21]1[CH:22]=[C:23]([CH:26]=[C:27]([F:30])[C:28]=1F)[C:24]#[N:25]. Product: [C:24]([C:23]1[CH:22]=[C:21]([F:20])[C:28]([O:1][C:2]2[CH:12]=[CH:11][CH:10]=[C:9]([CH3:13])[C:3]=2[C:4]([O:6][CH2:7][CH3:8])=[O:5])=[C:27]([F:30])[CH:26]=1)#[N:25]. The catalyst class is: 384. (6) Reactant: C([O:5][C:6]([NH:8][C@@H:9]([C:36]1[CH:41]=[CH:40][CH:39]=[CH:38][CH:37]=1)[C:10]1[CH:11]=[C:12]([CH:33]=[CH:34][CH:35]=1)[O:13][CH2:14][C:15]1[CH:20]=[CH:19][C:18]([S:21]([N:24]2[CH2:28][CH2:27][CH2:26][C@H:25]2[C:29]([O:31][CH3:32])=[O:30])(=[O:23])=[O:22])=[CH:17][CH:16]=1)=[O:7])(C)(C)C.C(O)(C(F)(F)F)=O.Cl.C(Cl)(=O)O[C@@H:52]1[CH:57]2[CH2:58][CH2:59][N:54]([CH2:55][CH2:56]2)[CH2:53]1. Product: [C:36]1([C@H:9]([NH:8][C:6]([O:5][C@@H:52]2[CH:57]3[CH2:58][CH2:59][N:54]([CH2:55][CH2:56]3)[CH2:53]2)=[O:7])[C:10]2[CH:11]=[C:12]([CH:33]=[CH:34][CH:35]=2)[O:13][CH2:14][C:15]2[CH:16]=[CH:17][C:18]([S:21]([N:24]3[CH2:28][CH2:27][CH2:26][C@H:25]3[C:29]([O:31][CH3:32])=[O:30])(=[O:22])=[O:23])=[CH:19][CH:20]=2)[CH:37]=[CH:38][CH:39]=[CH:40][CH:41]=1. The catalyst class is: 781. (7) Reactant: [CH2:1]([O:8][C:9]1[C:10]([O:25][CH3:26])=[CH:11][C:12](Br)=[C:13]([C:15]([C:17]2[CH:22]=[CH:21][C:20]([CH3:23])=[CH:19][CH:18]=2)=[O:16])[CH:14]=1)[C:2]1[CH:7]=[CH:6][CH:5]=[CH:4][CH:3]=1.[Cu][C:28]#[N:29].CN1CCCC1=O.N. Product: [CH2:1]([O:8][C:9]1[C:10]([O:25][CH3:26])=[CH:11][C:12]([C:28]#[N:29])=[C:13]([C:15](=[O:16])[C:17]2[CH:22]=[CH:21][C:20]([CH3:23])=[CH:19][CH:18]=2)[CH:14]=1)[C:2]1[CH:7]=[CH:6][CH:5]=[CH:4][CH:3]=1. The catalyst class is: 69.